This data is from Reaction yield outcomes from USPTO patents with 853,638 reactions. The task is: Predict the reaction yield, written as a fraction of the theoretical maximum amount of product (1.0 means a 100% yield; for example, 0.34 means a 34% yield). (1) The reactants are [CH3:1][C:2]1[CH:3]=[CH:4][C:5]([CH2:8][C:9]2[CH:14]=[CH:13][C:12]([O:15][C:16]([N:18]3[CH2:23][CH2:22][CH:21](O)[CH2:20][CH2:19]3)=[O:17])=[CH:11][CH:10]=2)=[N:6][CH:7]=1.[SH:25][C:26]1[N:30]=[CH:29][NH:28][N:27]=1.C1(P(C2C=CC=CC=2)C2C=CC=CC=2)C=CC=CC=1.CCOC(/N=N/C(OCC)=O)=O.C(P(CCCC)CCCC)CCC.C1CCN(C(N=NC(N2CCCCC2)=O)=O)CC1. No catalyst specified. The product is [CH3:1][C:2]1[CH:3]=[CH:4][C:5]([CH2:8][C:9]2[CH:14]=[CH:13][C:12]([O:15][C:16]([N:18]3[CH2:23][CH2:22][CH:21]([S:25][C:26]4[N:30]=[CH:29][NH:28][N:27]=4)[CH2:20][CH2:19]3)=[O:17])=[CH:11][CH:10]=2)=[N:6][CH:7]=1. The yield is 0.640. (2) The reactants are Br[C:2]1[CH:3]=[CH:4][C:5]2[O:9][C:8]([C:10]([O:12][CH3:13])=[O:11])=[C:7]([CH3:14])[C:6]=2[CH:15]=1.[NH:16]1[CH2:21][CH2:20][O:19][CH2:18][CH2:17]1.C(=O)([O-])[O-].[Cs+].[Cs+].CC1(C)C2C=CC=C(P(C3C=CC=CC=3)C3C=CC=CC=3)C=2OC2C1=CC=CC=2P(C1C=CC=CC=1)C1C=CC=CC=1. The catalyst is C1(C)C=CC=CC=1.C1C=CC(/C=C/C(/C=C/C2C=CC=CC=2)=O)=CC=1.C1C=CC(/C=C/C(/C=C/C2C=CC=CC=2)=O)=CC=1.C1C=CC(/C=C/C(/C=C/C2C=CC=CC=2)=O)=CC=1.[Pd].[Pd]. The product is [CH3:14][C:7]1[C:6]2[CH:15]=[C:2]([N:16]3[CH2:21][CH2:20][O:19][CH2:18][CH2:17]3)[CH:3]=[CH:4][C:5]=2[O:9][C:8]=1[C:10]([O:12][CH3:13])=[O:11]. The yield is 0.130. (3) The reactants are [I:1][C:2]1[CH:9]=[CH:8][CH:7]=[CH:6][C:3]=1[CH2:4][OH:5]. The catalyst is ClCCl.[O-2].[Mn+2]. The product is [I:1][C:2]1[CH:9]=[CH:8][CH:7]=[CH:6][C:3]=1[CH:4]=[O:5]. The yield is 0.910. (4) The yield is 0.500. The product is [NH2:2][C@H:3]1[CH2:8][CH2:7][C@H:6]([CH2:9][OH:10])[CH2:5][CH2:4]1. The catalyst is O. The reactants are Cl.[NH2:2][C@H:3]1[CH2:8][CH2:7][C@H:6]([C:9](O)=[O:10])[CH2:5][CH2:4]1.COCCO[AlH2-]OCCOC.[Na+].[OH-].[Na+]. (5) The reactants are Cl[C:2]1[C:11]2[C:6](=[CH:7][CH:8]=[CH:9][CH:10]=2)[C:5]([Cl:12])=[N:4][N:3]=1.[CH3:13][O:14][C:15]1[CH:24]=[C:23]2[C:18]([CH:19]=[CH:20][C:21]([OH:25])=[CH:22]2)=[CH:17][CH:16]=1.[Cl-].[Al+3].[Cl-].[Cl-]. The catalyst is ClCCCl. The product is [Cl:12][C:5]1[C:6]2[C:11](=[CH:10][CH:9]=[CH:8][CH:7]=2)[C:2]([C:22]2[C:23]3[C:18](=[CH:17][CH:16]=[C:15]([O:14][CH3:13])[CH:24]=3)[CH:19]=[CH:20][C:21]=2[OH:25])=[N:3][N:4]=1. The yield is 0.800. (6) The reactants are [OH-].[Li+].[CH3:3][C:4]1[C:13]2[C:8](=[CH:9][C:10]([CH3:14])=[CH:11][CH:12]=2)[C:7]([N:15]2[CH:19]=[N:18][N:17]=[C:16]2[S:20][CH2:21][C:22]([O:24]CC)=[O:23])=[CH:6][CH:5]=1. The catalyst is C1COCC1.C(O)C.O. The product is [CH3:3][C:4]1[C:13]2[C:8](=[CH:9][C:10]([CH3:14])=[CH:11][CH:12]=2)[C:7]([N:15]2[CH:19]=[N:18][N:17]=[C:16]2[S:20][CH2:21][C:22]([OH:24])=[O:23])=[CH:6][CH:5]=1. The yield is 0.940.